Dataset: Catalyst prediction with 721,799 reactions and 888 catalyst types from USPTO. Task: Predict which catalyst facilitates the given reaction. (1) Reactant: [CH3:1][N:2]1[CH2:7][CH2:6][NH:5][CH2:4][CH2:3]1.Br[CH2:9][CH2:10][CH2:11][C:12]#[N:13].C(=O)([O-])[O-].[K+].[K+].O. The catalyst class is: 115. Product: [CH3:1][N:2]1[CH2:7][CH2:6][N:5]([CH2:9][CH2:10][CH2:11][C:12]#[N:13])[CH2:4][CH2:3]1. (2) Reactant: Br[CH2:2][C:3]([O:5][CH2:6][CH3:7])=[O:4].[CH3:8][O:9][C:10]1[C:11]([N:16]=[C:17](SC)[S:18][CH3:19])=[N:12][CH:13]=[CH:14][N:15]=1.O. Product: [CH3:8][O:9][C:10]1[C:11]2[N:12]([C:2]([C:3]([O:5][CH2:6][CH3:7])=[O:4])=[C:17]([S:18][CH3:19])[N:16]=2)[CH:13]=[CH:14][N:15]=1. The catalyst class is: 10. (3) Reactant: [CH3:1][C:2]1[CH:23]=[C:22]([CH3:24])[CH:21]=[C:20]([CH3:25])[C:3]=1[C:4]([P:6]([C:9](=[O:19])[C:10]1[C:15]([CH3:16])=[CH:14][C:13]([CH3:17])=[CH:12][C:11]=1[CH3:18])(=[O:8])[OH:7])=[O:5].C(=O)([O-])O.[Na+:30]. Product: [Na+:30].[CH3:1][C:2]1[CH:23]=[C:22]([CH3:24])[CH:21]=[C:20]([CH3:25])[C:3]=1[C:4]([P:6]([C:9](=[O:19])[C:10]1[C:11]([CH3:18])=[CH:12][C:13]([CH3:17])=[CH:14][C:15]=1[CH3:16])(=[O:7])[O-:8])=[O:5]. The catalyst class is: 8. (4) Reactant: [OH-].[Na+].[Br:3][CH:4]1[C:10]2[CH:11]=[CH:12][CH:13]=[CH:14][C:9]=2[C:8](=[O:15])[C:7]2[CH:16]=[CH:17][CH:18]=[CH:19][C:6]=2[CH:5]1Br. Product: [Br:3][C:4]1[C:10]2[CH:11]=[CH:12][CH:13]=[CH:14][C:9]=2[C:8](=[O:15])[C:7]2[CH:16]=[CH:17][CH:18]=[CH:19][C:6]=2[CH:5]=1. The catalyst class is: 5. (5) Product: [CH2:17]([C:16]([C:13]1[CH:14]=[CH:15][C:10]([C:9]#[C:8][CH2:7][CH2:6][CH2:5][CH2:4][C:3]([OH:41])=[O:2])=[C:11]([CH3:40])[CH:12]=1)([C:19]1[CH:24]=[CH:23][C:22]([C:25]#[C:26][C:27]([OH:36])([C:32]([F:33])([F:34])[F:35])[C:28]([F:31])([F:29])[F:30])=[C:21]([CH3:37])[CH:20]=1)[CH2:38][CH3:39])[CH3:18]. The catalyst class is: 273. Reactant: C[O:2][C:3](=[O:41])[CH2:4][CH2:5][CH2:6][CH2:7][C:8]#[C:9][C:10]1[CH:15]=[CH:14][C:13]([C:16]([CH2:38][CH3:39])([C:19]2[CH:24]=[CH:23][C:22]([C:25]#[C:26][C:27]([OH:36])([C:32]([F:35])([F:34])[F:33])[C:28]([F:31])([F:30])[F:29])=[C:21]([CH3:37])[CH:20]=2)[CH2:17][CH3:18])=[CH:12][C:11]=1[CH3:40]. (6) Reactant: [OH-].[Na+].[CH2:3]([NH:7][C:8](=[O:31])[N:9]([C:11]1[CH:12]=[C:13]([C:17]2[CH:22]=[CH:21][C:20](/[CH:23]=[C:24](\[O:29][CH3:30])/[C:25]([O:27]C)=[O:26])=[CH:19][CH:18]=2)[CH:14]=[CH:15][CH:16]=1)[CH3:10])[CH2:4][CH2:5][CH3:6].C(O)(=O)C. Product: [CH2:3]([NH:7][C:8](=[O:31])[N:9]([C:11]1[CH:12]=[C:13]([C:17]2[CH:18]=[CH:19][C:20](/[CH:23]=[C:24](\[O:29][CH3:30])/[C:25]([OH:27])=[O:26])=[CH:21][CH:22]=2)[CH:14]=[CH:15][CH:16]=1)[CH3:10])[CH2:4][CH2:5][CH3:6]. The catalyst class is: 7. (7) The catalyst class is: 5. Product: [F:24][C:21]1[CH:20]=[CH:19][C:18]([CH2:17][C:14]2[CH:15]=[C:16]3[NH:8][CH2:9][C:10]([CH3:26])([CH3:25])[C:11]3=[N:12][CH:13]=2)=[CH:23][CH:22]=1. Reactant: C(OC([N:8]1[C:16]2[C:11](=[N:12][CH:13]=[C:14]([CH2:17][C:18]3[CH:23]=[CH:22][C:21]([F:24])=[CH:20][CH:19]=3)[CH:15]=2)[C:10]([CH3:26])([CH3:25])[CH2:9]1)=O)(C)(C)C.Cl.